Task: Predict which catalyst facilitates the given reaction.. Dataset: Catalyst prediction with 721,799 reactions and 888 catalyst types from USPTO (1) Reactant: Br[C:2]1[S:3][CH:4]=[CH:5][C:6]=1[CH2:7][CH2:8][CH2:9][CH2:10][CH2:11][CH3:12].C([Li])CCC.[CH:18](N1CCCCC1)=[O:19]. Product: [CH2:7]([C:6]1[CH:5]=[CH:4][S:3][C:2]=1[CH:18]=[O:19])[CH2:8][CH2:9][CH2:10][CH2:11][CH3:12]. The catalyst class is: 7. (2) Reactant: Br[C:2]1[N:6]([S:7]([C:10]2[CH:11]=[N:12][C:13]([CH3:16])=[CH:14][CH:15]=2)(=[O:9])=[O:8])[CH:5]=[C:4]([CH2:17][N:18]([CH3:26])[C:19](=[O:25])[O:20][C:21]([CH3:24])([CH3:23])[CH3:22])[CH:3]=1.[F:27][C:28]1[C:33](B(O)O)=[CH:32][CH:31]=[CH:30][N:29]=1.C(=O)([O-])[O-].[Na+].[Na+]. Product: [F:27][C:28]1[C:33]([C:2]2[N:6]([S:7]([C:10]3[CH:11]=[N:12][C:13]([CH3:16])=[CH:14][CH:15]=3)(=[O:9])=[O:8])[CH:5]=[C:4]([CH2:17][N:18]([CH3:26])[C:19](=[O:25])[O:20][C:21]([CH3:24])([CH3:23])[CH3:22])[CH:3]=2)=[CH:32][CH:31]=[CH:30][N:29]=1. The catalyst class is: 108. (3) Reactant: [CH:1]1([C:7]2[CH:28]=[CH:27][C:10]([C:11]([N:13]3[C:19]4[CH:20]=[CH:21][CH:22]=[CH:23][C:18]=4[CH2:17][N:16]4[CH:24]=[CH:25][CH:26]=[C:15]4[CH2:14]3)=[O:12])=[CH:9][CH:8]=2)[CH2:6][CH2:5][CH2:4][CH2:3][CH2:2]1.[C:29](Cl)(=[O:33])[C:30](Cl)=[O:31].[CH2:35]1[CH2:40][CH2:39][N:38]([CH:41]2[CH2:46][CH2:45][NH:44][CH2:43][CH2:42]2)[CH2:37][CH2:36]1. Product: [N:38]1([CH:41]2[CH2:46][CH2:45][N:44]([C:29](=[O:33])[C:30]([C:24]3[N:16]4[C:15]([CH2:14][N:13]([C:11](=[O:12])[C:10]5[CH:27]=[CH:28][C:7]([CH:1]6[CH2:2][CH2:3][CH2:4][CH2:5][CH2:6]6)=[CH:8][CH:9]=5)[C:19]5[CH:20]=[CH:21][CH:22]=[CH:23][C:18]=5[CH2:17]4)=[CH:26][CH:25]=3)=[O:31])[CH2:43][CH2:42]2)[CH2:39][CH2:40][CH2:35][CH2:36][CH2:37]1. The catalyst class is: 4. (4) Reactant: [CH2:1]([NH2:4])[CH2:2][CH3:3].[F:5][C:6]1([F:24])[O:11][C:10]2[CH:12]=[C:13]([F:19])[C:14]([N:16]=[C:17]=[S:18])=[CH:15][C:9]=2[N:8]([CH2:20][C:21]#[CH:22])[C:7]1=[O:23]. Product: [CH2:1]([NH:4][C:17]([NH:16][C:14]1[C:13]([F:19])=[CH:12][C:10]2[O:11][C:6]([F:24])([F:5])[C:7](=[O:23])[N:8]([CH2:20][C:21]#[CH:22])[C:9]=2[CH:15]=1)=[S:18])[CH2:2][CH3:3]. The catalyst class is: 4. (5) Reactant: P(OCC)(OCC)(OCC)=O.O=P12OP3(OP(OP(O3)(O1)=O)(=O)O2)=O.[C:26]1(=[O:33])[CH2:31][CH2:30][CH2:29][C:28](=[O:32])[CH2:27]1.[F:34][C:35]1[CH:40]=[CH:39][C:38]([NH:41][C:42]([NH2:44])=[O:43])=[CH:37][C:36]=1[C:45]([F:48])([F:47])[F:46].[CH:49]([C:51]1[CH:58]=[CH:57][C:54]([C:55]#[N:56])=[CH:53][CH:52]=1)=O. Product: [C:55]([C:54]1[CH:57]=[CH:58][C:51]([CH:49]([C:27]2[C:28](=[O:32])[CH2:29][CH2:30][CH2:31][C:26]=2[OH:33])[NH:44][C:42]([NH:41][C:38]2[CH:39]=[CH:40][C:35]([F:34])=[C:36]([C:45]([F:46])([F:47])[F:48])[CH:37]=2)=[O:43])=[CH:52][CH:53]=1)#[N:56]. The catalyst class is: 310. (6) Reactant: [O:1]=[C:2]1[C@H:11]2[C@H:6]([CH2:7][CH2:8][CH2:9][CH2:10]2)[N:5]([C:12]([O:14][CH2:15][C:16]2[CH:21]=[CH:20][CH:19]=[CH:18][CH:17]=2)=[O:13])[CH2:4][CH2:3]1.[C:22]1([Mg]Br)[CH:27]=[CH:26][CH:25]=[CH:24][CH:23]=1. Product: [OH:1][C:2]1([C:22]2[CH:27]=[CH:26][CH:25]=[CH:24][CH:23]=2)[C@H:11]2[C@H:6]([CH2:7][CH2:8][CH2:9][CH2:10]2)[N:5]([C:12]([O:14][CH2:15][C:16]2[CH:21]=[CH:20][CH:19]=[CH:18][CH:17]=2)=[O:13])[CH2:4][CH2:3]1. The catalyst class is: 598. (7) Reactant: [CH:1]1[C:6]([C:7]([NH:9][NH2:10])=[O:8])=[CH:5][CH:4]=[N:3][CH:2]=1.CC1C2O[C@:19]3(C)OC=C[C@H](OC)[C@@H](C)[C@@H](OC(C)=O)[C@H](C)[C@H](O)[C@H](C)[C@@H](O)[C@@H](C)C=CC=[C:36](C)[C:37]([NH:39][C:40]4[C:43](/[CH:46]=N/N5CCN(C)CC5)=[C:44](O)[C:15]([C:16]=2[C:20]3=O)=[C:14]([C:41]=4O)C=1O)=O.[CH3:70][C@@H:71]1[O:75][C@@H:74]([O:76][C@H:77]2[C@H:82]([OH:83])[C@@H:81]([OH:84])[C@H:80]([NH:85][C:86]([NH2:88])=[NH:87])[C@@H:79]([OH:89])[C@@H:78]2[NH:90][C:91]([NH2:93])=[NH:92])[C@H:73]([O:94][C@@H:95]2[O:100][C@@H:99]([CH2:101][OH:102])[C@H:98]([OH:103])[C@@H:97]([OH:104])[C@@H:96]2[NH:105][CH3:106])[C@@:72]1([OH:109])[CH:107]=[O:108].[CH3:110][CH2:111][C@H:112]([NH:115][CH2:116][CH2:117][NH:118][C@H:119]([CH2:122][OH:123])[CH2:120][CH3:121])[CH2:113][OH:114].N1C=CN=CC=1C(N)=O. Product: [CH:1]1[C:6]([C:7]([NH:9][NH2:10])=[O:8])=[CH:5][CH:4]=[N:3][CH:2]=1.[CH3:70][C@@H:71]1[O:75][C@@H:74]([O:76][C@H:77]2[C@H:82]([OH:83])[C@@H:81]([OH:84])[C@H:80]([NH:85][C:86]([NH2:88])=[NH:87])[C@@H:79]([OH:89])[C@@H:78]2[NH:90][C:91]([NH2:93])=[NH:92])[C@H:73]([O:94][C@@H:95]2[O:100][C@@H:99]([CH2:101][OH:102])[C@H:98]([OH:103])[C@@H:97]([OH:104])[C@@H:96]2[NH:105][CH3:106])[C@@:72]1([OH:109])[CH:107]=[O:108].[CH3:121][CH2:120][C@H:119]([NH:118][CH2:117][CH2:116][NH:115][C@H:112]([CH2:113][OH:114])[CH2:111][CH3:110])[CH2:122][OH:123].[CH3:73][C:72]([CH3:107])=[CH:71][CH2:4][CH2:5]/[C:6](/[CH3:7])=[CH:1]/[CH2:2][NH:3][CH2:36][CH2:37][NH:39][CH:40]1[CH:41]2[CH2:14][CH:15]3[CH2:16][CH:20]([CH2:19]2)[CH2:46][CH:43]1[CH2:44]3. The catalyst class is: 5.